This data is from CYP2C9 inhibition data for predicting drug metabolism from PubChem BioAssay. The task is: Regression/Classification. Given a drug SMILES string, predict its absorption, distribution, metabolism, or excretion properties. Task type varies by dataset: regression for continuous measurements (e.g., permeability, clearance, half-life) or binary classification for categorical outcomes (e.g., BBB penetration, CYP inhibition). Dataset: cyp2c9_veith. (1) The drug is CC1C(=NO)C(C)C(c2ccc(N(C)C)cc2)NC1c1ccc(N(C)C)cc1. The result is 1 (inhibitor). (2) The compound is COc1ccc2c(c1)-c1ccccc1S(=O)(=O)N2C. The result is 1 (inhibitor). (3) The drug is CCC(=O)Nc1ccc(/C(C)=N\NC(=O)c2ccc(C)s2)cc1. The result is 1 (inhibitor). (4) The compound is COc1ccc(C(=O)N2CCC[C@@]3(CCN(C(=O)Nc4ccccc4)C3)C2)cc1. The result is 0 (non-inhibitor). (5) The drug is CCOCc1cnc(C)nc1NCC(=O)c1c(C)[nH]c2ccccc12. The result is 0 (non-inhibitor). (6) The compound is Cc1noc(C)c1C(=O)N1CCC2(CCCN(c3ccccn3)C2)CC1. The result is 0 (non-inhibitor). (7) The molecule is CNC(=S)Nc1ccc(Nc2ccccc2)cc1. The result is 1 (inhibitor). (8) The molecule is N#Cc1ccccc1OC[C@H](O)CNCCNC(=O)Nc1ccccc1. The result is 0 (non-inhibitor).